Task: Predict the reactants needed to synthesize the given product.. Dataset: Full USPTO retrosynthesis dataset with 1.9M reactions from patents (1976-2016) (1) Given the product [O:2]1[CH2:7][CH2:6][N:5]([CH2:8][C:9]2[CH:34]=[CH:33][C:12]([CH2:13][O:14][C:15]3[CH:23]=[CH:22][CH:21]=[C:20]4[C:16]=3[CH2:17][N:18]([C@H:25]3[CH2:30][CH2:29][C:28](=[O:31])[NH:27][C:26]3=[O:32])[C:19]4=[O:24])=[CH:11][CH:10]=2)[CH2:4][CH2:3]1, predict the reactants needed to synthesize it. The reactants are: O.[O:2]1[CH2:7][CH2:6][N:5]([CH2:8][C:9]2[CH:34]=[CH:33][C:12]([CH2:13][O:14][C:15]3[CH:23]=[CH:22][CH:21]=[C:20]4[C:16]=3[CH2:17][N:18]([C@H:25]3[CH2:30][CH2:29][C:28](=[O:31])[NH:27][C:26]3=[O:32])[C:19]4=[O:24])=[CH:11][CH:10]=2)[CH2:4][CH2:3]1. (2) Given the product [CH2:3]([O:7][C:9]1[N:14]=[CH:13][N:12]=[C:11]([N:15]2[CH2:21][CH2:20][CH2:19][CH2:18][CH2:17][CH:16]2[CH3:22])[C:10]=1[F:23])[C:4]#[C:5][CH3:6], predict the reactants needed to synthesize it. The reactants are: [H-].[Na+].[CH2:3]([OH:7])[C:4]#[C:5][CH3:6].Cl[C:9]1[N:14]=[CH:13][N:12]=[C:11]([N:15]2[CH2:21][CH2:20][CH2:19][CH2:18][CH2:17][CH:16]2[CH3:22])[C:10]=1[F:23].[Cl-].[NH4+].